From a dataset of Catalyst prediction with 721,799 reactions and 888 catalyst types from USPTO. Predict which catalyst facilitates the given reaction. Reactant: [CH3:1][O:2][C:3]1[CH:4]=[C:5]([C:15]2[N:19]3[CH2:20][CH2:21][CH2:22][CH:23]([C:24]([O:26][CH2:27][CH3:28])=[O:25])[C:18]3=[N:17][N:16]=2)[CH:6]=[CH:7][C:8]=1[C:9]1[O:13][C:12]([CH3:14])=[N:11][CH:10]=1.[H-].[Na+].[F:31][C:32]1[CH:33]=[C:34]([CH:37]=[CH:38][C:39]=1[F:40])[CH2:35]Br. Product: [F:31][C:32]1[CH:33]=[C:34]([CH:37]=[CH:38][C:39]=1[F:40])[CH2:35][C:23]1([C:24]([O:26][CH2:27][CH3:28])=[O:25])[CH2:22][CH2:21][CH2:20][N:19]2[C:15]([C:5]3[CH:6]=[CH:7][C:8]([C:9]4[O:13][C:12]([CH3:14])=[N:11][CH:10]=4)=[C:3]([O:2][CH3:1])[CH:4]=3)=[N:16][N:17]=[C:18]12. The catalyst class is: 39.